Dataset: Full USPTO retrosynthesis dataset with 1.9M reactions from patents (1976-2016). Task: Predict the reactants needed to synthesize the given product. (1) Given the product [F:1][C:2]([F:10])([F:11])[C:3]1[CH:4]=[C:5]([NH:6][C:18]([C:20]2[C:24]3[CH:25]=[CH:26][C:27]([O:29][C:30]4[CH:35]=[C:34]([CH2:36][O:37][CH2:38][C:39]5[CH:44]=[CH:43][CH:42]=[CH:41][CH:40]=5)[N:33]=[CH:32][N:31]=4)=[CH:28][C:23]=3[O:22][CH:21]=2)=[O:17])[CH:7]=[CH:8][CH:9]=1, predict the reactants needed to synthesize it. The reactants are: [F:1][C:2]([F:11])([F:10])[C:3]1[CH:4]=[C:5]([CH:7]=[CH:8][CH:9]=1)[NH2:6].C[Al](C)C.C[O:17][C:18]([C:20]1[C:24]2[CH:25]=[CH:26][C:27]([O:29][C:30]3[CH:35]=[C:34]([CH2:36][O:37][CH2:38][C:39]4[CH:44]=[CH:43][CH:42]=[CH:41][CH:40]=4)[N:33]=[CH:32][N:31]=3)=[CH:28][C:23]=2[O:22][CH:21]=1)=O.[NH4+].[Cl-]. (2) Given the product [ClH:37].[N:38]12[CH2:43][CH2:42][CH:41]([CH2:44][CH2:45]1)[C@@H:40]([NH:46][C:47]([C:49]1[S:50][C:51]3[C:57]([C:2]4[CH:7]=[CH:6][C:5]([N:8]5[CH2:12][CH2:11][CH2:10][C:9]5=[O:13])=[CH:4][CH:3]=4)=[CH:56][CH:55]=[CH:54][C:52]=3[CH:53]=1)=[O:48])[CH2:39]2, predict the reactants needed to synthesize it. The reactants are: Br[C:2]1[CH:7]=[CH:6][C:5]([N:8]2[CH2:12][CH2:11][CH2:10][C:9]2=[O:13])=[CH:4][CH:3]=1.B1(B2OC(C)(C)C(C)(C)O2)OC(C)(C)C(C)(C)O1.C([O-])(=O)C.[K+].[ClH:37].[N:38]12[CH2:45][CH2:44][CH:41]([CH2:42][CH2:43]1)[C@@H:40]([NH:46][C:47]([C:49]1[S:50][C:51]3[C:57](Br)=[CH:56][CH:55]=[CH:54][C:52]=3[CH:53]=1)=[O:48])[CH2:39]2.C(=O)([O-])[O-].[Na+].[Na+]. (3) Given the product [CH:2]([C:3]1[CH:8]=[CH:7][C:6]([N:9]([C:20]2[CH:21]=[CH:22][C:23]([CH:26]=[O:27])=[CH:24][CH:25]=2)[C:10]2[CH:15]=[CH:14][C:13]([CH:16]=[O:17])=[C:12]([O:18][CH3:19])[CH:11]=2)=[CH:5][CH:4]=1)=[O:1], predict the reactants needed to synthesize it. The reactants are: [OH:1][CH2:2][C:3]1[CH:8]=[CH:7][C:6]([N:9]([C:20]2[CH:25]=[CH:24][C:23]([CH2:26][OH:27])=[CH:22][CH:21]=2)[C:10]2[CH:15]=[CH:14][C:13]([CH2:16][OH:17])=[C:12]([O:18][CH3:19])[CH:11]=2)=[CH:5][CH:4]=1. (4) Given the product [Cl:35][C:36]1[N:41]=[C:40]([CH2:42][C:16]([C:15]2[CH:21]=[CH:22][C:23]([F:24])=[C:13]([NH:12][S:9]([C:3]3[C:2]([F:1])=[CH:7][CH:6]=[CH:5][C:4]=3[F:8])(=[O:11])=[O:10])[CH:14]=2)=[O:17])[CH:39]=[CH:38][N:37]=1, predict the reactants needed to synthesize it. The reactants are: [F:1][C:2]1[CH:7]=[CH:6][CH:5]=[C:4]([F:8])[C:3]=1[S:9]([NH:12][C:13]1[CH:14]=[C:15]([CH:21]=[CH:22][C:23]=1[F:24])[C:16](OCC)=[O:17])(=[O:11])=[O:10].[Li+].C[Si]([N-][Si](C)(C)C)(C)C.[Cl:35][C:36]1[N:41]=[C:40]([CH3:42])[CH:39]=[CH:38][N:37]=1. (5) Given the product [OH:8][N:9]1[C:15](=[O:16])[N:14]2[CH2:17][C@H:10]1[CH2:11][CH2:12][C@H:13]2[C:18]([NH:20][O:21][CH2:22][CH2:23][NH:24][C:25](=[O:31])[O:26][C:27]([CH3:29])([CH3:28])[CH3:30])=[O:19], predict the reactants needed to synthesize it. The reactants are: C([O:8][N:9]1[C:15](=[O:16])[N:14]2[CH2:17][C@H:10]1[CH2:11][CH2:12][C@H:13]2[C:18]([NH:20][O:21][CH2:22][CH2:23][NH:24][C:25](=[O:31])[O:26][C:27]([CH3:30])([CH3:29])[CH3:28])=[O:19])C1C=CC=CC=1.O. (6) Given the product [CH2:15]([O:14][C:12]([C:4]1[NH:5][C:6]2[C:11]([C:3]=1[C:1]([OH:18])=[O:2])=[CH:10][CH:9]=[CH:8][CH:7]=2)=[O:13])[CH3:16], predict the reactants needed to synthesize it. The reactants are: [CH:1]([C:3]1[C:11]2[C:6](=[CH:7][CH:8]=[CH:9][CH:10]=2)[NH:5][C:4]=1[C:12]([O:14][CH2:15][CH3:16])=[O:13])=[O:2].Cl([O-])=[O:18].[Na+].P([O-])(O)(O)=O.[Na+]. (7) Given the product [CH3:23][C:21]1[CH:20]=[CH:19][C:18]([OH:24])=[C:17]([CH:10]([C:11]2[CH:12]=[CH:13][CH:14]=[CH:15][CH:16]=2)[CH2:9][CH2:8][N:4]([CH:5]([CH3:7])[CH3:6])[CH:1]([CH3:2])[CH3:3])[CH:22]=1.[BrH:26], predict the reactants needed to synthesize it. The reactants are: [CH:1]([N:4]([CH2:8][CH2:9][CH:10]([C:17]1[CH:22]=[C:21]([CH3:23])[CH:20]=[CH:19][C:18]=1[O:24]C)[C:11]1[CH:16]=[CH:15][CH:14]=[CH:13][CH:12]=1)[CH:5]([CH3:7])[CH3:6])([CH3:3])[CH3:2].[BrH:26]. (8) Given the product [N+:8]([C:3]1[CH:4]=[CH:5][CH:6]=[CH:7][C:2]=1[N:18]1[CH2:19][CH2:20][C:15]2([O:14][CH2:13][CH2:12][O:11]2)[CH2:16][CH2:17]1)([O-:10])=[O:9], predict the reactants needed to synthesize it. The reactants are: F[C:2]1[CH:7]=[CH:6][CH:5]=[CH:4][C:3]=1[N+:8]([O-:10])=[O:9].[O:11]1[C:15]2([CH2:20][CH2:19][NH:18][CH2:17][CH2:16]2)[O:14][CH2:13][CH2:12]1. (9) The reactants are: [CH:1]1([N:6]2[CH2:11][CH2:10][N:9]([C:12]([C:14]3[CH:15]=[C:16]4[C:20](=[CH:21][CH:22]=3)[NH:19][C:18]([C:23]([N:25]3[CH2:30][CH2:29][C:28]([F:32])([F:31])[CH2:27][CH2:26]3)=[O:24])=[CH:17]4)=[O:13])[CH2:8][CH2:7]2)[CH2:5][CH2:4][CH2:3][CH2:2]1.[F:33][C:34]([F:45])([F:44])[C:35]1[CH:36]=[C:37](B(O)O)[CH:38]=[CH:39][CH:40]=1.N1C=CC=CC=1. Given the product [CH:1]1([N:6]2[CH2:7][CH2:8][N:9]([C:12]([C:14]3[CH:15]=[C:16]4[C:20](=[CH:21][CH:22]=3)[N:19]([C:39]3[CH:38]=[CH:37][CH:36]=[C:35]([C:34]([F:45])([F:44])[F:33])[CH:40]=3)[C:18]([C:23]([N:25]3[CH2:26][CH2:27][C:28]([F:31])([F:32])[CH2:29][CH2:30]3)=[O:24])=[CH:17]4)=[O:13])[CH2:10][CH2:11]2)[CH2:5][CH2:4][CH2:3][CH2:2]1, predict the reactants needed to synthesize it. (10) Given the product [Cl:2][C:3]1[CH:4]=[C:5]2[C:10](=[CH:11][CH:12]=1)[O:9][CH2:8][CH2:7][CH:6]2[NH:13][C:17]1[CH:18]=[C:19]([F:21])[CH:20]=[CH:15][C:16]=1[S:22]([CH3:25])(=[O:24])=[O:23], predict the reactants needed to synthesize it. The reactants are: Cl.[Cl:2][C:3]1[CH:4]=[C:5]2[C:10](=[CH:11][CH:12]=1)[O:9][CH2:8][CH2:7][CH:6]2[NH2:13].F[C:15]1[CH:20]=[C:19]([F:21])[CH:18]=[CH:17][C:16]=1[S:22]([CH3:25])(=[O:24])=[O:23].C(N(C(C)C)CC)(C)C.O.